From a dataset of Catalyst prediction with 721,799 reactions and 888 catalyst types from USPTO. Predict which catalyst facilitates the given reaction. (1) Reactant: [NH:1]1[C:9]2[C:4](=[CH:5][CH:6]=[CH:7][CH:8]=2)[C:3]([CH2:10][C:11]([OH:13])=[O:12])=[N:2]1.[CH3:14]O. Product: [NH:1]1[C:9]2[C:4](=[CH:5][CH:6]=[CH:7][CH:8]=2)[C:3]([CH2:10][C:11]([O:13][CH3:14])=[O:12])=[N:2]1. The catalyst class is: 65. (2) Reactant: Cl[C:2]1[C:11]([N:12]([CH:14]([CH3:16])[CH3:15])[CH3:13])=[N:10][C:9]2[C:4](=[CH:5][CH:6]=[C:7]([C:17]([O:19][CH3:20])=[O:18])[CH:8]=2)[N:3]=1.[O-]P([O-])([O-])=O.[K+].[K+].[K+].[CH3:29][O:30][C:31]1[N:36]=[CH:35][C:34](B(O)O)=[CH:33][CH:32]=1. Product: [CH:14]([N:12]([CH3:13])[C:11]1[C:2]([C:34]2[CH:35]=[N:36][C:31]([O:30][CH3:29])=[CH:32][CH:33]=2)=[N:3][C:4]2[C:9]([N:10]=1)=[CH:8][C:7]([C:17]([O:19][CH3:20])=[O:18])=[CH:6][CH:5]=2)([CH3:16])[CH3:15]. The catalyst class is: 77.